This data is from NCI-60 drug combinations with 297,098 pairs across 59 cell lines. The task is: Regression. Given two drug SMILES strings and cell line genomic features, predict the synergy score measuring deviation from expected non-interaction effect. (1) Drug 1: C1=NNC2=C1C(=O)NC=N2. Drug 2: N.N.Cl[Pt+2]Cl. Cell line: PC-3. Synergy scores: CSS=56.5, Synergy_ZIP=-0.585, Synergy_Bliss=0.0812, Synergy_Loewe=-12.8, Synergy_HSA=0.421. (2) Cell line: RXF 393. Drug 2: COCCOC1=C(C=C2C(=C1)C(=NC=N2)NC3=CC=CC(=C3)C#C)OCCOC.Cl. Synergy scores: CSS=12.8, Synergy_ZIP=6.04, Synergy_Bliss=6.65, Synergy_Loewe=7.13, Synergy_HSA=7.35. Drug 1: CC(C1=C(C=CC(=C1Cl)F)Cl)OC2=C(N=CC(=C2)C3=CN(N=C3)C4CCNCC4)N. (3) Drug 1: CC1=C(C=C(C=C1)C(=O)NC2=CC(=CC(=C2)C(F)(F)F)N3C=C(N=C3)C)NC4=NC=CC(=N4)C5=CN=CC=C5. Drug 2: CC(C)NC(=O)C1=CC=C(C=C1)CNNC.Cl. Cell line: OVCAR-4. Synergy scores: CSS=-8.74, Synergy_ZIP=3.71, Synergy_Bliss=-2.01, Synergy_Loewe=-8.19, Synergy_HSA=-8.22. (4) Drug 1: CS(=O)(=O)C1=CC(=C(C=C1)C(=O)NC2=CC(=C(C=C2)Cl)C3=CC=CC=N3)Cl. Drug 2: CCCCC(=O)OCC(=O)C1(CC(C2=C(C1)C(=C3C(=C2O)C(=O)C4=C(C3=O)C=CC=C4OC)O)OC5CC(C(C(O5)C)O)NC(=O)C(F)(F)F)O. Cell line: NCI-H460. Synergy scores: CSS=7.73, Synergy_ZIP=7.26, Synergy_Bliss=10.5, Synergy_Loewe=10.2, Synergy_HSA=10.6. (5) Drug 1: C1=CC(=CC=C1C#N)C(C2=CC=C(C=C2)C#N)N3C=NC=N3. Drug 2: CCN(CC)CCNC(=O)C1=C(NC(=C1C)C=C2C3=C(C=CC(=C3)F)NC2=O)C. Cell line: NCI/ADR-RES. Synergy scores: CSS=-2.09, Synergy_ZIP=3.40, Synergy_Bliss=3.73, Synergy_Loewe=2.52, Synergy_HSA=-0.222.